This data is from Full USPTO retrosynthesis dataset with 1.9M reactions from patents (1976-2016). The task is: Predict the reactants needed to synthesize the given product. (1) Given the product [C:43]([CH:14]([O:13][C:8]1[CH:7]=[N:6][NH:5][C:10](=[O:11])[C:9]=1[Cl:12])[C:15]1[CH:16]=[CH:17][C:18]([CH2:21][CH2:22][CH2:23][CH2:24][O:25][S:32]([C:29]2[CH:30]=[CH:31][C:26]([CH3:36])=[CH:27][CH:28]=2)(=[O:34])=[O:33])=[CH:19][CH:20]=1)([CH3:45])([CH3:47])[CH3:44], predict the reactants needed to synthesize it. The reactants are: C([N:5]1[C:10](=[O:11])[C:9]([Cl:12])=[C:8]([O:13][CH2:14][C:15]2[CH:20]=[CH:19][C:18]([CH2:21][CH2:22][CH2:23][CH2:24][OH:25])=[CH:17][CH:16]=2)[CH:7]=[N:6]1)(C)(C)C.[C:26]1([CH3:36])[CH:31]=[CH:30][C:29]([S:32](Cl)(=[O:34])=[O:33])=[CH:28][CH:27]=1.C(N([CH:43]([CH3:45])[CH3:44])CC)(C)C.Cl[CH2:47]Cl. (2) Given the product [CH3:20][CH:21]1[CH2:25][CH2:24][CH2:23][N:22]1[CH2:2][CH2:1][C:3]1[O:4][C:5]2[CH:11]=[CH:10][C:9]([C:12]3[CH:19]=[CH:18][C:15]([C:16]#[N:17])=[CH:14][CH:13]=3)=[CH:8][C:6]=2[N:7]=1, predict the reactants needed to synthesize it. The reactants are: [CH:1]([C:3]1[O:4][C:5]2[CH:11]=[CH:10][C:9]([C:12]3[CH:19]=[CH:18][C:15]([C:16]#[N:17])=[CH:14][CH:13]=3)=[CH:8][C:6]=2[N:7]=1)=[CH2:2].[CH3:20][CH:21]1[CH2:25][CH2:24][CH2:23][NH:22]1. (3) The reactants are: Cl[C:2]1[NH:3][S:4](=[O:17])(=[O:16])[C:5]2[CH:11]=[C:10]([O:12][CH3:13])[C:9]([O:14][CH3:15])=[CH:8][C:6]=2[N:7]=1.[CH3:18][O:19][C:20]1[CH:21]=[C:22]2[C:27](=[CH:28][C:29]=1[O:30][CH3:31])[CH2:26][NH:25][CH2:24][CH2:23]2. Given the product [CH3:18][O:19][C:20]1[CH:21]=[C:22]2[C:27](=[CH:28][C:29]=1[O:30][CH3:31])[CH2:26][N:25]([C:2]1[NH:3][S:4](=[O:17])(=[O:16])[C:5]3[CH:11]=[C:10]([O:12][CH3:13])[C:9]([O:14][CH3:15])=[CH:8][C:6]=3[N:7]=1)[CH2:24][CH2:23]2, predict the reactants needed to synthesize it. (4) Given the product [CH2:39]([C:30]1[CH:29]=[N:28][C:27]([N:15]2[CH2:14][CH2:13][CH:12]([C:8]3[CH:9]=[CH:10][CH:11]=[C:6]([CH2:5][O:4][C:3]4[CH:18]=[CH:19][C:20]([S:22]([CH3:25])(=[O:24])=[O:23])=[CH:21][C:2]=4[F:1])[N:7]=3)[CH2:17][CH2:16]2)=[N:32][CH:31]=1)[CH3:40], predict the reactants needed to synthesize it. The reactants are: [F:1][C:2]1[CH:21]=[C:20]([S:22]([CH3:25])(=[O:24])=[O:23])[CH:19]=[CH:18][C:3]=1[O:4][CH2:5][C:6]1[CH:11]=[CH:10][CH:9]=[C:8]([CH:12]2[CH2:17][CH2:16][NH:15][CH2:14][CH2:13]2)[N:7]=1.Cl[C:27]1[N:32]=[CH:31][CH:30]=[CH:29][N:28]=1.C([O-])([O-])=O.[K+].[K+].[C:39](#N)[CH3:40]. (5) Given the product [O:15]1[CH:16]=[CH:17][CH:18]=[C:14]1[C:5]1[N:4]=[C:3]([NH2:19])[C:2]([O:21][CH3:20])=[N:7][C:6]=1[C:8]1[CH:13]=[CH:12][N:11]=[CH:10][CH:9]=1, predict the reactants needed to synthesize it. The reactants are: Br[C:2]1[C:3]([NH2:19])=[N:4][C:5]([C:14]2[O:15][CH:16]=[CH:17][CH:18]=2)=[C:6]([C:8]2[CH:13]=[CH:12][N:11]=[CH:10][CH:9]=2)[N:7]=1.[CH3:20][O-:21].[Na+]. (6) Given the product [CH:26]1([C:30]([O:10][C:9]2[C:8]([F:11])=[C:7]([C:12]3[CH:13]=[CH:14][CH:15]=[CH:16][CH:17]=3)[C:6]([CH3:18])=[C:3]([C:4]#[N:5])[C:2]=2[NH2:1])=[O:31])[CH2:29][CH2:28][CH2:27]1, predict the reactants needed to synthesize it. The reactants are: [NH2:1][C:2]1[C:9]([OH:10])=[C:8]([F:11])[C:7]([C:12]2[CH:17]=[CH:16][CH:15]=[CH:14][CH:13]=2)=[C:6]([CH3:18])[C:3]=1[C:4]#[N:5].C(N(CC)CC)C.[CH:26]1([C:30](Cl)=[O:31])[CH2:29][CH2:28][CH2:27]1.C(O)(=O)CC(CC(O)=O)(C(O)=O)O. (7) The reactants are: [F:1][C:2]1[CH:9]=[CH:8][C:5]([CH2:6][NH2:7])=[CH:4][C:3]=1[Cl:10].[CH2:11]([O:18][NH:19][C:20]([C:22]1[C:27]([O:28][CH2:29][C:30]2[CH:35]=[CH:34][CH:33]=[CH:32][CH:31]=2)=[C:26]([CH2:36][OH:37])[C:25]([C:38](NCC2C=CC(F)=CC=2)=[O:39])=[CH:24][N:23]=1)=[O:21])[C:12]1[CH:17]=[CH:16][CH:15]=[CH:14][CH:13]=1. Given the product [CH2:11]([O:18][NH:19][C:20]([C:22]1[C:27]([O:28][CH2:29][C:30]2[CH:35]=[CH:34][CH:33]=[CH:32][CH:31]=2)=[C:26]([CH2:36][OH:37])[C:25]([C:38]([NH:7][CH2:6][C:5]2[CH:8]=[CH:9][C:2]([F:1])=[C:3]([Cl:10])[CH:4]=2)=[O:39])=[CH:24][N:23]=1)=[O:21])[C:12]1[CH:17]=[CH:16][CH:15]=[CH:14][CH:13]=1, predict the reactants needed to synthesize it.